From a dataset of Reaction yield outcomes from USPTO patents with 853,638 reactions. Predict the reaction yield, written as a fraction of the theoretical maximum amount of product (1.0 means a 100% yield; for example, 0.34 means a 34% yield). (1) The reactants are [NH2:1][C@@H:2]([CH2:33][C:34]1[CH:39]=[CH:38][CH:37]=[CH:36][CH:35]=1)[C@@H:3]([OH:32])[CH2:4][C@@H:5]([NH:19][C:20]([C@@H:22]([NH:27][C:28](=[O:31])[O:29][CH3:30])[C:23]([CH3:26])([CH3:25])[CH3:24])=[O:21])[CH2:6][C:7]1[CH:12]=[CH:11][C:10]([C:13]2[CH:18]=[CH:17][CH:16]=[CH:15][N:14]=2)=[CH:9][CH:8]=1.[CH3:40][O:41][C:42]1[CH:62]=[CH:61][CH:60]=[CH:59][C:43]=1[CH2:44][N:45]1[CH2:49][CH2:48][N:47]([C@@H:50]([C:54]([CH3:57])([CH3:56])[CH3:55])[C:51](O)=[O:52])[C:46]1=[O:58].CCOP(ON1N=NC2C=CC=CC=2C1=O)(OCC)=O.C(N(CC)C(C)C)(C)C. The catalyst is C1COCC1. The product is [OH:32][C@H:3]([C@@H:2]([NH:1][C:51](=[O:52])[C@@H:50]([N:47]1[CH2:48][CH2:49][N:45]([CH2:44][C:43]2[CH:59]=[CH:60][CH:61]=[CH:62][C:42]=2[O:41][CH3:40])[C:46]1=[O:58])[C:54]([CH3:57])([CH3:56])[CH3:55])[CH2:33][C:34]1[CH:35]=[CH:36][CH:37]=[CH:38][CH:39]=1)[CH2:4][C@@H:5]([NH:19][C:20]([C@@H:22]([NH:27][C:28](=[O:31])[O:29][CH3:30])[C:23]([CH3:26])([CH3:25])[CH3:24])=[O:21])[CH2:6][C:7]1[CH:12]=[CH:11][C:10]([C:13]2[CH:18]=[CH:17][CH:16]=[CH:15][N:14]=2)=[CH:9][CH:8]=1. The yield is 0.590. (2) The yield is 0.990. The catalyst is CO. The reactants are [CH:1]([NH:4][C:5]1[N:6]=[CH:7][C:8]2[C:14](=[O:15])[CH2:13][N:12]([C:16]([O:18][C:19]([CH3:22])([CH3:21])[CH3:20])=[O:17])[CH2:11][C:9]=2[N:10]=1)([CH3:3])[CH3:2].[BH4-].[Na+]. The product is [OH:15][CH:14]1[C:8]2[CH:7]=[N:6][C:5]([NH:4][CH:1]([CH3:3])[CH3:2])=[N:10][C:9]=2[CH2:11][N:12]([C:16]([O:18][C:19]([CH3:21])([CH3:20])[CH3:22])=[O:17])[CH2:13]1.